From a dataset of Full USPTO retrosynthesis dataset with 1.9M reactions from patents (1976-2016). Predict the reactants needed to synthesize the given product. Given the product [OH:16][CH:17]1[CH2:22][CH2:21][N:20]([C:9]([O:11][C:12]([CH3:13])([CH3:14])[CH3:15])=[O:10])[CH2:19][CH2:18]1, predict the reactants needed to synthesize it. The reactants are: [C:9](O[C:9]([O:11][C:12]([CH3:15])([CH3:14])[CH3:13])=[O:10])([O:11][C:12]([CH3:15])([CH3:14])[CH3:13])=[O:10].[OH:16][CH:17]1[CH2:22][CH2:21][NH:20][CH2:19][CH2:18]1.C(N(CC)CC)C.